This data is from Reaction yield outcomes from USPTO patents with 853,638 reactions. The task is: Predict the reaction yield, written as a fraction of the theoretical maximum amount of product (1.0 means a 100% yield; for example, 0.34 means a 34% yield). (1) The reactants are [H-].[Al+3].[Li+].[H-].[H-].[H-].[CH3:7][O:8][CH2:9][N:10]1[CH:14]=[C:13]([C:15]2[CH:20]=[CH:19][CH:18]=[CH:17][CH:16]=2)[CH:12]=[C:11]1[C:21](OC)=[O:22]. The catalyst is O1CCCC1. The product is [CH3:7][O:8][CH2:9][N:10]1[CH:14]=[C:13]([C:15]2[CH:16]=[CH:17][CH:18]=[CH:19][CH:20]=2)[CH:12]=[C:11]1[CH2:21][OH:22]. The yield is 0.910. (2) The reactants are F[C:2]1[CH:7]=[CH:6][C:5]([N+:8]([O-:10])=[O:9])=[CH:4][C:3]=1[C:11]1[C:16]2[CH:17]=[C:18]([C:28]([O:30][CH2:31][CH3:32])=[O:29])[N:19](COCC[Si](C)(C)C)[C:15]=2[C:14](=[O:33])[N:13]([CH3:34])[N:12]=1.[C:35]1([OH:41])[CH:40]=[CH:39][CH:38]=[CH:37][CH:36]=1.C(=O)([O-])[O-].[Cs+].[Cs+]. The catalyst is CS(C)=O. The product is [CH3:34][N:13]1[C:14](=[O:33])[C:15]2[NH:19][C:18]([C:28]([O:30][CH2:31][CH3:32])=[O:29])=[CH:17][C:16]=2[C:11]([C:3]2[CH:4]=[C:5]([N+:8]([O-:10])=[O:9])[CH:6]=[CH:7][C:2]=2[O:41][C:35]2[CH:40]=[CH:39][CH:38]=[CH:37][CH:36]=2)=[N:12]1. The yield is 0.610. (3) The reactants are CS(C1C=CC(N2CCCC2)=C(C=1)C(O)=O)(=O)=O.Cl[C:20]1[CH:28]=[CH:27][C:26]([S:29](=[O:33])(=[O:32])[NH:30][CH3:31])=[CH:25][C:21]=1[C:22]([OH:24])=[O:23].[OH:34][CH:35]1[CH2:40][CH2:39][CH2:38][NH:37][CH2:36]1. No catalyst specified. The product is [OH:34][CH:35]1[CH2:40][CH2:39][CH2:38][N:37]([C:20]2[CH:28]=[CH:27][C:26]([S:29](=[O:33])(=[O:32])[NH:30][CH3:31])=[CH:25][C:21]=2[C:22]([OH:24])=[O:23])[CH2:36]1. The yield is 0.150. (4) The reactants are [O:1]=[C:2]([CH2:10][CH2:11][CH2:12][CH2:13][CH3:14])[CH2:3]P(=O)(OC)OC.O.[OH-].[Li+].[C:18]([O:21][C@@H:22]1[C@H:26]([CH2:27][CH2:28][CH2:29][CH2:30][CH2:31][CH2:32][C:33]([O:35][CH3:36])=[O:34])[C@@H:25]([CH:37]=O)[C@H:24]([O:39][CH:40]2[CH2:45][CH2:44][CH2:43][CH2:42][O:41]2)[CH2:23]1)(=[O:20])[CH3:19]. The catalyst is COC(C)(C)C.O. The product is [C:18]([O:21][C@@H:22]1[C@H:26]([CH2:27][CH2:28][CH2:29][CH2:30][CH2:31][CH2:32][C:33]([O:35][CH3:36])=[O:34])[C@@H:25](/[CH:37]=[CH:3]/[C:2](=[O:1])[CH2:10][CH2:11][CH2:12][CH2:13][CH3:14])[C@H:24]([O:39][CH:40]2[CH2:45][CH2:44][CH2:43][CH2:42][O:41]2)[CH2:23]1)(=[O:20])[CH3:19]. The yield is 0.964. (5) The reactants are Br[C:2]1[CH:3]=[C:4]2[C:9](=[CH:10][CH:11]=1)[N:8]=[CH:7][C:6]([C:12]([CH:14]1[CH2:16][CH2:15]1)=[O:13])=[C:5]2[NH:17][C:18]1[CH:19]=[CH:20][C:21]([NH:24][CH:25]2[CH2:29][CH2:28][N:27](C(OC(C)(C)C)=O)[CH2:26]2)=[N:22][CH:23]=1.[Cl:37][C:38]1[CH:43]=[C:42](B2OC(C)(C)C(C)(C)O2)[CH:41]=[C:40]([Cl:53])[C:39]=1[OH:54]. No catalyst specified. The product is [CH:14]1([C:12]([C:6]2[CH:7]=[N:8][C:9]3[C:4]([C:5]=2[NH:17][C:18]2[CH:23]=[N:22][C:21]([NH:24][CH:25]4[CH2:29][CH2:28][NH:27][CH2:26]4)=[CH:20][CH:19]=2)=[CH:3][C:2]([C:42]2[CH:43]=[C:38]([Cl:37])[C:39]([OH:54])=[C:40]([Cl:53])[CH:41]=2)=[CH:11][CH:10]=3)=[O:13])[CH2:16][CH2:15]1. The yield is 0.450.